From a dataset of Clinical trial toxicity outcomes and FDA approval status for drugs. Regression/Classification. Given a drug SMILES string, predict its toxicity properties. Task type varies by dataset: regression for continuous values (e.g., LD50, hERG inhibition percentage) or binary classification for toxic/non-toxic outcomes (e.g., AMES mutagenicity, cardiotoxicity, hepatotoxicity). Dataset: clintox. (1) The compound is CC(C)[NH2+]CC(O)COc1ccc(COCCOC(C)C)cc1. The result is 0 (passed clinical trial). (2) The molecule is C[NH+](C/C=C/C#CC(C)(C)C)Cc1cccc2ccccc12. The result is 0 (passed clinical trial). (3) The compound is O=C([O-])COCC[NH+]1CCN([C@H](c2ccccc2)c2ccc(Cl)cc2)CC1. The result is 0 (passed clinical trial). (4) The result is 0 (passed clinical trial). The molecule is CCC(=O)N(c1ccccc1)C1(C(=O)OC)CC[NH+](CCC(=O)OC)CC1. (5) The molecule is CNC(=O)c1cc(Oc2ccc(NC(=O)Nc3ccc(Cl)c(C(F)(F)F)c3)cc2)ccn1. The result is 0 (passed clinical trial). (6) The compound is CC[N+](C)(C)c1cccc(O)c1. The result is 0 (passed clinical trial).